From a dataset of Peptide-MHC class I binding affinity with 185,985 pairs from IEDB/IMGT. Regression. Given a peptide amino acid sequence and an MHC pseudo amino acid sequence, predict their binding affinity value. This is MHC class I binding data. The peptide sequence is TPQVPLRPM. The MHC is HLA-A31:01 with pseudo-sequence HLA-A31:01. The binding affinity (normalized) is 0.